From a dataset of NCI-60 drug combinations with 297,098 pairs across 59 cell lines. Regression. Given two drug SMILES strings and cell line genomic features, predict the synergy score measuring deviation from expected non-interaction effect. (1) Drug 1: CC1=C2C(C(=O)C3(C(CC4C(C3C(C(C2(C)C)(CC1OC(=O)C(C(C5=CC=CC=C5)NC(=O)OC(C)(C)C)O)O)OC(=O)C6=CC=CC=C6)(CO4)OC(=O)C)OC)C)OC. Drug 2: CC12CCC(CC1=CCC3C2CCC4(C3CC=C4C5=CN=CC=C5)C)O. Cell line: ACHN. Synergy scores: CSS=44.2, Synergy_ZIP=5.74, Synergy_Bliss=6.16, Synergy_Loewe=-17.8, Synergy_HSA=6.33. (2) Drug 1: C1=C(C(=O)NC(=O)N1)N(CCCl)CCCl. Drug 2: CC1CCC2CC(C(=CC=CC=CC(CC(C(=O)C(C(C(=CC(C(=O)CC(OC(=O)C3CCCCN3C(=O)C(=O)C1(O2)O)C(C)CC4CCC(C(C4)OC)O)C)C)O)OC)C)C)C)OC. Cell line: SR. Synergy scores: CSS=43.2, Synergy_ZIP=-8.68, Synergy_Bliss=-16.3, Synergy_Loewe=-12.5, Synergy_HSA=-11.1.